Dataset: Catalyst prediction with 721,799 reactions and 888 catalyst types from USPTO. Task: Predict which catalyst facilitates the given reaction. (1) Reactant: [N:1]1[CH:6]=[CH:5]N=C[C:2]=1[C:7](N)=[O:8].[C:10]1([CH2:16][C@H:17]([NH:21][C:22]([C:24]2[CH:29]=[N:28][CH:27]=[CH:26][N:25]=2)=[O:23])[C:18]([OH:20])=O)[CH:15]=[CH:14][CH:13]=[CH:12][CH:11]=1.CN(C(ON1N=NC2C=CC=NC1=2)=[N+](C)C)C.F[P-](F)(F)(F)(F)F.Cl.C[C@]12[C@H]3C[C@H](C3(C)C)C[C@H]1[O:58][B:59]([C@@H:61]([NH2:66])[CH2:62][CH:63]([CH3:65])[CH3:64])O2.C(N(CC)C(C)C)(C)C. Product: [O:8]1[CH2:7][CH2:2][NH:1][CH2:6][CH2:5][O:58][B:59]1[C@@H:61]([NH:66][C:18](=[O:20])[C@@H:17]([NH:21][C:22]([C:24]1[CH:29]=[N:28][CH:27]=[CH:26][N:25]=1)=[O:23])[CH2:16][C:10]1[CH:11]=[CH:12][CH:13]=[CH:14][CH:15]=1)[CH2:62][CH:63]([CH3:65])[CH3:64]. The catalyst class is: 9. (2) Reactant: Br[C:2]1[CH:3]=[CH:4][C:5]2[C@H:10]([CH2:11][CH2:12][OH:13])[O:9][CH2:8][CH2:7][C:6]=2[CH:14]=1.[NH:15]1[CH:19]=[CH:18][CH:17]=[N:16]1.C(=O)([O-])[O-].[K+].[K+]. Product: [N:15]1([C:2]2[CH:3]=[CH:4][C:5]3[C@H:10]([CH2:11][CH2:12][OH:13])[O:9][CH2:8][CH2:7][C:6]=3[CH:14]=2)[CH:19]=[CH:18][CH:17]=[N:16]1. The catalyst class is: 122. (3) Reactant: [Cl:1][C:2]1[CH:24]=[C:23]([C:25]([NH:27][CH2:28][C:29]2[CH:34]=[C:33]([OH:35])[CH:32]=[C:31]([OH:36])[CH:30]=2)=[O:26])[CH:22]=[CH:21][C:3]=1[C:4]([NH:6][C@H:7]([C:17]([O:19]C)=[O:18])[CH2:8][NH:9][C:10]([C:12]1[S:13][CH:14]=[CH:15][CH:16]=1)=[O:11])=[O:5].O.[OH-].[Li+].O. Product: [Cl:1][C:2]1[CH:24]=[C:23]([C:25]([NH:27][CH2:28][C:29]2[CH:34]=[C:33]([OH:35])[CH:32]=[C:31]([OH:36])[CH:30]=2)=[O:26])[CH:22]=[CH:21][C:3]=1[C:4]([NH:6][C@H:7]([C:17]([OH:19])=[O:18])[CH2:8][NH:9][C:10]([C:12]1[S:13][CH:14]=[CH:15][CH:16]=1)=[O:11])=[O:5]. The catalyst class is: 83. (4) Reactant: [C:1]1([CH:7]([C:35]2[CH:40]=[CH:39][CH:38]=[CH:37][CH:36]=2)[CH2:8][NH:9][C:10]2[N:18]=[C:17]([C:19](OC)=[O:20])[N:16]=[C:15]3[C:11]=2[N:12]=[CH:13][N:14]3[C@H:23]2[C@H:27]([OH:28])[C@H:26]([OH:29])[C@@H:25]([C:30]([NH:32][CH2:33][CH3:34])=[O:31])[O:24]2)[CH:6]=[CH:5][CH:4]=[CH:3][CH:2]=1.[NH2:41][C@H:42]1[CH2:47][CH2:46][C@H:45]([NH2:48])[CH2:44][CH2:43]1. Product: [NH2:41][C@H:42]1[CH2:47][CH2:46][C@H:45]([NH:48][C:19]([C:17]2[N:16]=[C:15]3[C:11]([N:12]=[CH:13][N:14]3[C@H:23]3[C@H:27]([OH:28])[C@H:26]([OH:29])[C@@H:25]([C:30]([NH:32][CH2:33][CH3:34])=[O:31])[O:24]3)=[C:10]([NH:9][CH2:8][CH:7]([C:35]3[CH:40]=[CH:39][CH:38]=[CH:37][CH:36]=3)[C:1]3[CH:6]=[CH:5][CH:4]=[CH:3][CH:2]=3)[N:18]=2)=[O:20])[CH2:44][CH2:43]1. The catalyst class is: 4. (5) Product: [NH2:20][S:17]([C:11]1[C:10]([Cl:21])=[CH:9][C:8]([NH:7][CH2:6][C:3]2[O:4][CH:5]=[CH:1][CH:2]=2)=[C:13]([CH:12]=1)[C:14]([O:16][CH2:22][C:23]1[CH:28]=[CH:27][CH:26]=[CH:25][CH:24]=1)=[O:15])(=[O:19])=[O:18]. The catalyst class is: 3. Reactant: [CH:1]1[CH:2]=[C:3]([CH2:6][NH:7][C:8]2[C:13]([C:14]([OH:16])=[O:15])=[CH:12][C:11]([S:17]([NH2:20])(=[O:19])=[O:18])=[C:10]([Cl:21])[CH:9]=2)[O:4][CH:5]=1.[CH2:22](Cl)[C:23]1[CH:28]=[CH:27][CH:26]=[CH:25][CH:24]=1. (6) Reactant: [Br:1][C:2]1[CH:7]=[CH:6][C:5]([C:8]#[C:9][CH2:10][C@H:11]([NH:20][C:21]([O:23][C:24]([CH3:27])([CH3:26])[CH3:25])=[O:22])[C:12]([O:14][CH:15]2[CH2:19][CH2:18][CH2:17][CH2:16]2)=[O:13])=[CH:4][CH:3]=1.N1C2C(=CC=CC=2)C=CC=1. Product: [Br:1][C:2]1[CH:7]=[CH:6][C:5](/[CH:8]=[CH:9]\[CH2:10][C@H:11]([NH:20][C:21]([O:23][C:24]([CH3:27])([CH3:26])[CH3:25])=[O:22])[C:12]([O:14][CH:15]2[CH2:16][CH2:17][CH2:18][CH2:19]2)=[O:13])=[CH:4][CH:3]=1. The catalyst class is: 45.